This data is from Reaction yield outcomes from USPTO patents with 853,638 reactions. The task is: Predict the reaction yield, written as a fraction of the theoretical maximum amount of product (1.0 means a 100% yield; for example, 0.34 means a 34% yield). (1) The reactants are [C:1]([O:5][C:6]([N:8]1[CH2:12][CH2:11][CH2:10][CH:9]1[C:13]1[NH:14][C:15]([C:18]2[CH:23]=[CH:22][C:21]([C:24]3[C:33]4[C:28](=[C:29](OS(C(F)(F)F)(=O)=O)[CH:30]=[CH:31][CH:32]=4)[CH:27]=[CH:26][CH:25]=3)=[CH:20][CH:19]=2)=[CH:16][N:17]=1)=[O:7])([CH3:4])([CH3:3])[CH3:2].[B:42]1([B:42]2[O:46][C:45]([CH3:48])([CH3:47])[C:44]([CH3:50])([CH3:49])[O:43]2)[O:46][C:45]([CH3:48])([CH3:47])[C:44]([CH3:50])([CH3:49])[O:43]1.C([O-])(=O)C.[K+]. The catalyst is O1CCOCC1.C(OCC)(=O)C.C1C=CC(P(C2C=CC=CC=2)[C-]2C=CC=C2)=CC=1.C1C=CC(P(C2C=CC=CC=2)[C-]2C=CC=C2)=CC=1.Cl[Pd]Cl.[Fe+2]. The product is [C:1]([O:5][C:6]([N:8]1[CH2:12][CH2:11][CH2:10][CH:9]1[C:13]1[NH:14][C:15]([C:18]2[CH:23]=[CH:22][C:21]([C:24]3[C:33]4[C:28](=[C:29]([B:42]5[O:46][C:45]([CH3:48])([CH3:47])[C:44]([CH3:50])([CH3:49])[O:43]5)[CH:30]=[CH:31][CH:32]=4)[CH:27]=[CH:26][CH:25]=3)=[CH:20][CH:19]=2)=[CH:16][N:17]=1)=[O:7])([CH3:3])([CH3:2])[CH3:4]. The yield is 1.00. (2) The reactants are C([C:3]1[CH:4]=[C:5]([CH:25]=[CH:26][C:27]=1[B:28]1[O:32]C(C)(C)[C:30](C)(C)[O:29]1)[O:6][C:7]1[CH:14]=[C:13]([O:15][CH2:16][CH2:17][O:18][CH:19]2[CH2:24][CH2:23][CH2:22][CH2:21][O:20]2)[C:10]([C:11]#[N:12])=[CH:9][N:8]=1)=O.[BH4-].[Na+].OS([O-])(=O)=O.[Na+]. The catalyst is CO. The product is [OH:32][B:28]1[C:27]2[CH:26]=[CH:25][C:5]([O:6][C:7]3[CH:14]=[C:13]([O:15][CH2:16][CH2:17][O:18][CH:19]4[CH2:24][CH2:23][CH2:22][CH2:21][O:20]4)[C:10]([C:11]#[N:12])=[CH:9][N:8]=3)=[CH:4][C:3]=2[CH2:30][O:29]1. The yield is 0.250. (3) The reactants are O[C:2]1([C:6]2[C:7]([O:28][C@@H:29]([CH3:34])[C:30]([F:33])([F:32])[F:31])=[CH:8][C:9]([C:12]([NH:14][C:15]([C:22]3[N:26]=[C:25]([CH3:27])[O:24][N:23]=3)([CH3:21])[CH2:16][S:17]([CH3:20])(=[O:19])=[O:18])=[O:13])=[N:10][CH:11]=2)[CH2:5][CH2:4][CH2:3]1.CCN(S(F)(F)[F:41])CC. The catalyst is ClCCl. The product is [F:41][C:2]1([C:6]2[C:7]([O:28][C@@H:29]([CH3:34])[C:30]([F:31])([F:32])[F:33])=[CH:8][C:9]([C:12]([NH:14][C:15]([C:22]3[N:26]=[C:25]([CH3:27])[O:24][N:23]=3)([CH3:21])[CH2:16][S:17]([CH3:20])(=[O:18])=[O:19])=[O:13])=[N:10][CH:11]=2)[CH2:3][CH2:4][CH2:5]1. The yield is 0.440. (4) The reactants are [CH2:1]([O:3][C:4](=[O:17])[CH2:5][C:6]1[NH:11][C:10]2[CH:12]=[CH:13][C:14]([NH2:16])=[CH:15][C:9]=2[S:8][CH:7]=1)[CH3:2].C(N(CC)CC)C.[CH3:25][S:26](Cl)(=[O:28])=[O:27]. The catalyst is ClCCl. The product is [CH2:1]([O:3][C:4](=[O:17])[CH2:5][C:6]1[NH:11][C:10]2[CH:12]=[CH:13][C:14]([NH:16][S:26]([CH3:25])(=[O:28])=[O:27])=[CH:15][C:9]=2[S:8][CH:7]=1)[CH3:2]. The yield is 0.710. (5) The reactants are [N+:1]([C:4]1[CH:5]=[N:6][CH:7]=[CH:8][C:9]=1[C:10]1([C:13]([O:15][CH3:16])=[O:14])[CH2:12][CH2:11]1)([O-])=O. The catalyst is C(O)C.[Pd]. The product is [NH2:1][C:4]1[CH:5]=[N:6][CH:7]=[CH:8][C:9]=1[C:10]1([C:13]([O:15][CH3:16])=[O:14])[CH2:12][CH2:11]1. The yield is 0.960. (6) The reactants are C(O)(=O)C.[CH2:5]([O:12][C:13]1[CH:14]=[C:15]([CH:26]=[C:27]([N+:29]([O-])=O)[CH:28]=1)[C:16]([O:18][CH2:19][C:20]1[CH:25]=[CH:24][CH:23]=[CH:22][CH:21]=1)=[O:17])[C:6]1[CH:11]=[CH:10][CH:9]=[CH:8][CH:7]=1. The catalyst is C(Cl)Cl.[Zn]. The product is [CH2:5]([O:12][C:13]1[CH:14]=[C:15]([CH:26]=[C:27]([NH2:29])[CH:28]=1)[C:16]([O:18][CH2:19][C:20]1[CH:21]=[CH:22][CH:23]=[CH:24][CH:25]=1)=[O:17])[C:6]1[CH:7]=[CH:8][CH:9]=[CH:10][CH:11]=1. The yield is 0.480. (7) The reactants are [Cl-].O[NH3+:3].[C:4](=[O:7])([O-])[OH:5].[Na+].CS(C)=O.[CH2:13]([C:17]1[N:18]=[C:19]([CH3:40])[N:20]([CH3:39])[C:21](=[O:38])[C:22]=1[CH2:23][C:24]1[CH:29]=[CH:28][C:27]([C:30]2[C:31]([C:36]#[N:37])=[CH:32][CH:33]=[CH:34][CH:35]=2)=[CH:26][CH:25]=1)[CH2:14][CH2:15][CH3:16]. The catalyst is O.C(OCC)(=O)C. The product is [CH2:13]([C:17]1[N:18]=[C:19]([CH3:40])[N:20]([CH3:39])[C:21](=[O:38])[C:22]=1[CH2:23][C:24]1[CH:29]=[CH:28][C:27]([C:30]2[CH:35]=[CH:34][CH:33]=[CH:32][C:31]=2[C:36]2[NH:3][C:4](=[O:7])[O:5][N:37]=2)=[CH:26][CH:25]=1)[CH2:14][CH2:15][CH3:16]. The yield is 0.590. (8) The reactants are [NH2:1][C@@H:2]1[CH2:10][C:9]2[C:4](=[CH:5][CH:6]=[C:7]([CH2:11][N:12]3[CH:16]=[C:15]([CH2:17][OH:18])[C:14]([C:19]([F:22])([F:21])[F:20])=[N:13]3)[CH:8]=2)[CH2:3]1.C(N(CC)CC)C.[F:30][C:31]([F:44])([F:43])[S:32](O[S:32]([C:31]([F:44])([F:43])[F:30])(=[O:34])=[O:33])(=[O:34])=[O:33]. The catalyst is C(Cl)Cl.Cl.CS(C)=O. The product is [F:30][C:31]([F:44])([F:43])[S:32]([NH:1][C@@H:2]1[CH2:10][C:9]2[C:4](=[CH:5][CH:6]=[C:7]([CH2:11][N:12]3[CH:16]=[C:15]([CH2:17][OH:18])[C:14]([C:19]([F:22])([F:21])[F:20])=[N:13]3)[CH:8]=2)[CH2:3]1)(=[O:34])=[O:33]. The yield is 0.399. (9) The reactants are [OH:1][C:2]1[CH:3]=[C:4]([CH2:9][C@@:10]([NH:23][NH:24]C(OC(C)(C)C)=O)([CH3:22])[C:11]([O:13][CH2:14][C:15]([O:17]C(C)(C)C)=[O:16])=[O:12])[CH:5]=[CH:6][C:7]=1[OH:8]. The catalyst is ClCCl.FC(F)(F)C(O)=O. The product is [C:15]([CH2:14][O:13][C:11](=[O:12])[C@:10]([NH:23][NH2:24])([CH3:22])[CH2:9][C:4]1[CH:5]=[CH:6][C:7]([OH:8])=[C:2]([OH:1])[CH:3]=1)([OH:17])=[O:16]. The yield is 0.580. (10) The reactants are Br[C:2]1[C:3]([NH:9][CH3:10])=[N:4][C:5]([Cl:8])=[N:6][CH:7]=1.O1C=C[CH:13]=[C:12]1P(C1OC=CC=1)C1OC=CC=1.C(C([Sn])=C(CCCC)CCCC)CCC.[F-].[K+]. The catalyst is CN(C=O)C.C(OCC)C. The product is [Cl:8][C:5]1[N:4]=[C:3]([NH:9][CH3:10])[C:2]([CH:12]=[CH2:13])=[CH:7][N:6]=1. The yield is 0.920.